The task is: Predict the product of the given reaction.. This data is from Forward reaction prediction with 1.9M reactions from USPTO patents (1976-2016). (1) Given the reactants [Cl:1][C:2]1[CH:7]=[CH:6][C:5]([C:8]2([CH2:18][C:19]#[N:20])[CH2:17][CH2:16][C:11]3(OCC[O:12]3)[CH2:10][CH2:9]2)=[CH:4][CH:3]=1.CC1C=CC(S(O)(=O)=O)=CC=1, predict the reaction product. The product is: [Cl:1][C:2]1[CH:3]=[CH:4][C:5]([C:8]2([CH2:18][C:19]#[N:20])[CH2:9][CH2:10][C:11](=[O:12])[CH2:16][CH2:17]2)=[CH:6][CH:7]=1. (2) Given the reactants [F:1][C:2]1[CH:7]=[C:6]([F:8])[CH:5]=[CH:4][C:3]=1[S:9]([NH:12][C:13]1[C:14]([O:28][CH3:29])=[N:15][CH:16]=[C:17](B2OC(C)(C)C(C)(C)O2)[CH:18]=1)(=[O:11])=[O:10].Br[C:31]1[CH:32]=[CH:33][C:34]2[N:35]([C:37]([C:40]#[N:41])=[CH:38][N:39]=2)[N:36]=1.C(Cl)Cl.C([O-])([O-])=O.[Na+].[Na+], predict the reaction product. The product is: [C:40]([C:37]1[N:35]2[N:36]=[C:31]([C:17]3[CH:18]=[C:13]([NH:12][S:9]([C:3]4[CH:4]=[CH:5][C:6]([F:8])=[CH:7][C:2]=4[F:1])(=[O:10])=[O:11])[C:14]([O:28][CH3:29])=[N:15][CH:16]=3)[CH:32]=[CH:33][C:34]2=[N:39][CH:38]=1)#[N:41].